Task: Predict which catalyst facilitates the given reaction.. Dataset: Catalyst prediction with 721,799 reactions and 888 catalyst types from USPTO (1) Reactant: [OH:1][CH2:2][C@@H:3]1[CH2:8][C@H:7]([N:9]([C:14]([C:16]2[N:17]=[N:18][N:19]([C:27]3[CH:32]=[CH:31][CH:30]=[CH:29][C:28]=3[CH3:33])[C:20]=2[CH2:21][O:22][CH2:23][CH2:24][O:25][CH3:26])=[O:15])[CH2:10][CH:11]([CH3:13])[CH3:12])[CH2:6][N:5]([C:34]([O:36][C:37]([CH3:40])([CH3:39])[CH3:38])=[O:35])[CH2:4]1.C(N(CC)CC)C. Product: [CH:2]([C@@H:3]1[CH2:8][C@H:7]([N:9]([C:14]([C:16]2[N:17]=[N:18][N:19]([C:27]3[CH:32]=[CH:31][CH:30]=[CH:29][C:28]=3[CH3:33])[C:20]=2[CH2:21][O:22][CH2:23][CH2:24][O:25][CH3:26])=[O:15])[CH2:10][CH:11]([CH3:12])[CH3:13])[CH2:6][N:5]([C:34]([O:36][C:37]([CH3:39])([CH3:38])[CH3:40])=[O:35])[CH2:4]1)=[O:1]. The catalyst class is: 148. (2) Reactant: [CH3:1][Si](C=[N+]=[N-])(C)C.[C:8]([O:12][C:13]([NH:15][C@@H:16]([C:20]1[CH:25]=[CH:24][C:23]([OH:26])=[CH:22][CH:21]=1)[C:17]([OH:19])=[O:18])=[O:14])([CH3:11])([CH3:10])[CH3:9]. Product: [CH3:1][O:18][C:17](=[O:19])[C@@H:16]([NH:15][C:13]([O:12][C:8]([CH3:11])([CH3:9])[CH3:10])=[O:14])[C:20]1[CH:25]=[CH:24][C:23]([OH:26])=[CH:22][CH:21]=1. The catalyst class is: 224. (3) Reactant: [O:1]1[CH:5]=[CH:4][CH:3]=[C:2]1[C:6]1[O:7][C:8]([CH3:41])=[C:9]([CH2:11][O:12][C:13]2[CH:38]=[CH:37][C:16]([CH2:17][O:18][C:19]3[C:23](/[CH:24]=[CH:25]/[C:26]([O:28]CC)=[O:27])=[CH:22][N:21]([C:31]4[CH:36]=[CH:35][CH:34]=[CH:33][CH:32]=4)[N:20]=3)=[CH:15][C:14]=2[O:39][CH3:40])[N:10]=1.O1CCCC1.[OH-].[Na+].Cl. Product: [O:1]1[CH:5]=[CH:4][CH:3]=[C:2]1[C:6]1[O:7][C:8]([CH3:41])=[C:9]([CH2:11][O:12][C:13]2[CH:38]=[CH:37][C:16]([CH2:17][O:18][C:19]3[C:23](/[CH:24]=[CH:25]/[C:26]([OH:28])=[O:27])=[CH:22][N:21]([C:31]4[CH:36]=[CH:35][CH:34]=[CH:33][CH:32]=4)[N:20]=3)=[CH:15][C:14]=2[O:39][CH3:40])[N:10]=1. The catalyst class is: 97. (4) Reactant: [Li][CH2:2]CCC.CCCCCC.N(C(C)C)C(C)C.[F:19][C:20]1[CH:21]=[C:22]([CH2:28][CH2:29][C:30]([O:32][CH3:33])=[O:31])[CH:23]=[C:24]([F:27])[C:25]=1[F:26].CI.[Cl-].[NH4+]. The catalyst class is: 1. Product: [F:19][C:20]1[CH:21]=[C:22]([CH2:28][CH:29]([CH3:2])[C:30]([O:32][CH3:33])=[O:31])[CH:23]=[C:24]([F:27])[C:25]=1[F:26].